This data is from Full USPTO retrosynthesis dataset with 1.9M reactions from patents (1976-2016). The task is: Predict the reactants needed to synthesize the given product. (1) Given the product [N:22]1[CH:23]=[CH:24][C:25]([O:18][C:10]2[C:9]([F:19])=[C:8]([C:5]3[N:6]=[CH:7][C:2]([NH2:1])=[N:3][CH:4]=3)[CH:13]=[CH:12][C:11]=2[CH:14]2[CH2:15][CH2:16][CH2:17]2)=[N:26][C:21]=1[O:18][C:10]1[C:9]([F:19])=[C:8]([C:5]2[N:6]=[CH:7][C:2]([NH2:1])=[N:3][CH:4]=2)[CH:13]=[CH:12][C:11]=1[CH:14]1[CH2:17][CH2:16][CH2:15]1, predict the reactants needed to synthesize it. The reactants are: [NH2:1][C:2]1[N:3]=[CH:4][C:5]([C:8]2[C:9]([F:19])=[C:10]([OH:18])[C:11]([CH:14]3[CH2:17][CH2:16][CH2:15]3)=[CH:12][CH:13]=2)=[N:6][CH:7]=1.Cl[C:21]1[N:26]=[C:25](S(C)(=O)=O)[CH:24]=[CH:23][N:22]=1. (2) Given the product [CH2:12]([O:11][P:7]([CH2:6][C:5]1[CH:4]=[CH:3][C:2]([NH:1][C:30](=[O:31])[CH2:29][CH2:28][C:24]2[CH:25]=[N:26][O:27][C:23]=2[C:17]2[CH:18]=[CH:19][CH:20]=[CH:21][CH:22]=2)=[CH:16][CH:15]=1)([O:8][CH2:9][CH3:10])=[O:14])[CH3:13], predict the reactants needed to synthesize it. The reactants are: [NH2:1][C:2]1[CH:16]=[CH:15][C:5]([CH2:6][P:7](=[O:14])([O:11][CH2:12][CH3:13])[O:8][CH2:9][CH3:10])=[CH:4][CH:3]=1.[C:17]1([C:23]2[O:27][N:26]=[CH:25][C:24]=2[CH2:28][CH2:29][C:30](O)=[O:31])[CH:22]=[CH:21][CH:20]=[CH:19][CH:18]=1.O.ON1C2C=CC=CC=2N=N1.Cl.C(N=C=NCCCN(C)C)C. (3) The reactants are: C(N(C(C)C)CC)(C)C.[NH2:10][C:11]1[CH:26]=[CH:25][C:24]([Cl:27])=[CH:23][C:12]=1[C:13]([NH:15][CH2:16][CH:17]1[CH2:22][CH2:21][CH2:20][CH2:19][CH2:18]1)=[O:14].[F:28][C:29]1[CH:38]=[C:37]([C:39](O)=[O:40])[C:32]2[O:33][CH2:34][O:35][CH2:36][C:31]=2[CH:30]=1.CN(C(ON1N=NC2C=CC=NC1=2)=[N+](C)C)C.F[P-](F)(F)(F)(F)F. Given the product [Cl:27][C:24]1[CH:25]=[CH:26][C:11]([NH:10][C:39]([C:37]2[C:32]3[O:33][CH2:34][O:35][CH2:36][C:31]=3[CH:30]=[C:29]([F:28])[CH:38]=2)=[O:40])=[C:12]([C:13]([NH:15][CH2:16][CH:17]2[CH2:22][CH2:21][CH2:20][CH2:19][CH2:18]2)=[O:14])[CH:23]=1, predict the reactants needed to synthesize it. (4) Given the product [Br:14][C:15]1[CH:22]=[CH:21][C:18]([CH:19]=[C:5]2[C:6](=[NH:7])[N:2]([CH3:1])[N:3]=[C:4]2[C:8]2[CH:13]=[CH:12][CH:11]=[CH:10][N:9]=2)=[C:17]([CH3:23])[CH:16]=1, predict the reactants needed to synthesize it. The reactants are: [CH3:1][N:2]1[C:6]([NH2:7])=[CH:5][C:4]([C:8]2[CH:13]=[CH:12][CH:11]=[CH:10][N:9]=2)=[N:3]1.[Br:14][C:15]1[CH:22]=[CH:21][C:18]([CH:19]=O)=[C:17]([CH3:23])[CH:16]=1.O.CC1C=CC(S(O)(=O)=O)=CC=1. (5) Given the product [N:19]1[C:20]2[C:25](=[CH:24][CH:23]=[CH:22][C:21]=2[CH:8]2[C:9]3[C:14](=[CH:13][CH:12]=[CH:11][CH:10]=3)[CH:15]=[C:7]2[CH3:6])[CH:26]=[CH:27][CH:18]=1, predict the reactants needed to synthesize it. The reactants are: [Li]CCCC.[CH3:6][CH:7]1[CH2:15][C:14]2[C:9](=[CH:10][CH:11]=[CH:12][CH:13]=2)[C:8]1=O.Br[C:18]1[CH:27]=[CH:26][C:25]2[C:20](=[CH:21][CH:22]=[CH:23][CH:24]=2)[N:19]=1.Cl.N. (6) Given the product [F:1][C:2]1[CH:3]=[C:4]([C:9]2([O:41][CH2:34][CH3:35])[CH2:14][CH2:13][CH2:12][N:11]3[C:15]([C:18]4[CH:23]=[CH:22][C:21]([C:24]5[O:28][C:27]([CH3:29])=[N:26][CH:25]=5)=[C:20]([O:30][CH3:31])[CH:19]=4)=[N:16][N:17]=[C:10]23)[CH:5]=[CH:6][C:7]=1[F:8], predict the reactants needed to synthesize it. The reactants are: [F:1][C:2]1[CH:3]=[C:4]([CH:9]2[CH2:14][CH2:13][CH2:12][N:11]3[C:15]([C:18]4[CH:23]=[CH:22][C:21]([C:24]5[O:28][C:27]([CH3:29])=[N:26][CH:25]=5)=[C:20]([O:30][CH3:31])[CH:19]=4)=[N:16][N:17]=[C:10]23)[CH:5]=[CH:6][C:7]=1[F:8].[H-].[Na+].[CH2:34](I)[CH3:35].CN(C=[O:41])C.